This data is from Catalyst prediction with 721,799 reactions and 888 catalyst types from USPTO. The task is: Predict which catalyst facilitates the given reaction. (1) Reactant: C[O:2][C:3](=[O:16])[CH2:4][O:5][C:6]1[CH:14]=[CH:13][C:12]([SH:15])=[C:11]2[C:7]=1[CH2:8][CH2:9][CH2:10]2.Cl[CH2:18][CH2:19][CH2:20][C:21]([C:23]1[CH:28]=[CH:27][C:26]([Cl:29])=[CH:25][CH:24]=1)=[O:22].C(=O)([O-])[O-].[Cs+].[Cs+].CCOCC. The catalyst class is: 10. Product: [Cl:29][C:26]1[CH:25]=[CH:24][C:23]([C:21](=[O:22])[CH2:20][CH2:19][CH2:18][S:15][C:12]2[CH:13]=[CH:14][C:6]([O:5][CH2:4][C:3]([OH:2])=[O:16])=[C:7]3[C:11]=2[CH2:10][CH2:9][CH2:8]3)=[CH:28][CH:27]=1. (2) Reactant: Cl.[CH2:2]([N:9]1[CH2:14][CH2:13][CH:12]([C:15]([OH:17])=O)[CH2:11][CH2:10]1)[C:3]1[CH:8]=[CH:7][CH:6]=[CH:5][CH:4]=1.[CH3:18][CH:19]1[CH2:24][NH:23][CH2:22][CH:21]([CH3:25])[NH:20]1.C(N(CC)CC)C.C(Cl)CCl. The catalyst class is: 166. Product: [CH2:2]([N:9]1[CH2:10][CH2:11][CH:12]([C:15]([N:23]2[CH2:22][CH:21]([CH3:25])[NH:20][CH:19]([CH3:18])[CH2:24]2)=[O:17])[CH2:13][CH2:14]1)[C:3]1[CH:4]=[CH:5][CH:6]=[CH:7][CH:8]=1. (3) Reactant: [CH3:1][C:2]1[N:7]=[CH:6][C:5]([C:8]([N:10]2[CH2:13][CH:12]([C:14]([N:16]3[CH2:22][CH2:21][CH2:20][NH:19][CH2:18][CH2:17]3)=[O:15])[CH2:11]2)=[O:9])=[CH:4][CH:3]=1.[CH2:23]=O. Product: [CH3:23][N:19]1[CH2:20][CH2:21][CH2:22][N:16]([C:14]([CH:12]2[CH2:13][N:10]([C:8]([C:5]3[CH:6]=[N:7][C:2]([CH3:1])=[CH:3][CH:4]=3)=[O:9])[CH2:11]2)=[O:15])[CH2:17][CH2:18]1. The catalyst class is: 106. (4) The catalyst class is: 29. Product: [CH3:21][C:20]1[CH:19]=[CH:18][CH:17]=[C:16]([CH3:23])[C:15]=1[O:14][C:9]1[C:8]([NH2:24])=[C:7]([NH:6][CH:3]([CH2:1][CH3:2])[CH2:4][CH3:5])[CH:12]=[C:11]([CH3:13])[N:10]=1. Reactant: [CH2:1]([CH:3]([NH:6][C:7]1[CH:12]=[C:11]([CH3:13])[N:10]=[C:9]([O:14][C:15]2[C:20]([CH3:21])=[CH:19][C:18](Cl)=[CH:17][C:16]=2[CH3:23])[C:8]=1[N+:24]([O-])=O)[CH2:4][CH3:5])[CH3:2]. (5) Reactant: [H-].[Al+3].[Li+].[H-].[H-].[H-].[N:7]1([C:11](=O)[CH2:12][CH2:13][NH:14][C:15](=O)OC(C)(C)C)[CH2:10][CH2:9][CH2:8]1.O.[OH-].[Na+]. Product: [CH3:15][NH:14][CH2:13][CH2:12][CH2:11][N:7]1[CH2:10][CH2:9][CH2:8]1. The catalyst class is: 7. (6) Reactant: [Cl:1][C:2]1[CH:15]=[CH:14][C:5]2=[CH:6][CH:7]=[C:8]3[C:13]([CH:12]=[N:11][CH:10]=[CH:9]3)=[C:4]2[CH:3]=1.C1C=C(Cl)C=C(C(OO)=[O:24])C=1. Product: [Cl:1][C:2]1[CH:15]=[CH:14][C:5]2=[CH:6][CH:7]=[C:8]3[C:13]([CH:12]=[N+:11]([O-:24])[CH:10]=[CH:9]3)=[C:4]2[CH:3]=1. The catalyst class is: 22.